This data is from Peptide-MHC class I binding affinity with 185,985 pairs from IEDB/IMGT. The task is: Regression. Given a peptide amino acid sequence and an MHC pseudo amino acid sequence, predict their binding affinity value. This is MHC class I binding data. (1) The peptide sequence is RMYGISPWT. The MHC is HLA-B07:02 with pseudo-sequence HLA-B07:02. The binding affinity (normalized) is 0.0847. (2) The peptide sequence is YPDLNFDNTY. The MHC is HLA-B35:01 with pseudo-sequence HLA-B35:01. The binding affinity (normalized) is 0.731. (3) The peptide sequence is LTFLDCLYY. The MHC is HLA-B08:01 with pseudo-sequence HLA-B08:01. The binding affinity (normalized) is 0.0847. (4) The peptide sequence is TMSIYIAVA. The MHC is HLA-A02:01 with pseudo-sequence HLA-A02:01. The binding affinity (normalized) is 0.546. (5) The peptide sequence is YEVPAALIL. The MHC is HLA-A68:02 with pseudo-sequence HLA-A68:02. The binding affinity (normalized) is 0.0847. (6) The peptide sequence is TFFSTFKCY. The MHC is HLA-A68:01 with pseudo-sequence HLA-A68:01. The binding affinity (normalized) is 0.356. (7) The peptide sequence is DEILLDGGAS. The MHC is HLA-B40:02 with pseudo-sequence HLA-B40:02. The binding affinity (normalized) is 0.371. (8) The peptide sequence is TVHDRTPYR. The MHC is HLA-A31:01 with pseudo-sequence HLA-A31:01. The binding affinity (normalized) is 0.0847. (9) The binding affinity (normalized) is 0.302. The peptide sequence is AWLLNILTI. The MHC is HLA-A68:02 with pseudo-sequence HLA-A68:02.